This data is from Catalyst prediction with 721,799 reactions and 888 catalyst types from USPTO. The task is: Predict which catalyst facilitates the given reaction. (1) Reactant: [F:1][C:2]1[C:10]([F:11])=[CH:9][CH:8]=[CH:7][C:3]=1[CH2:4][NH:5][NH2:6].[C:12](/[CH:14]=[C:15](/[O-])\[C:16]([O:18][CH2:19][CH3:20])=[O:17])#[N:13].[Na+].FC(F)(F)C(O)=O. Product: [NH2:13][C:12]1[N:5]([CH2:4][C:3]2[CH:7]=[CH:8][CH:9]=[C:10]([F:11])[C:2]=2[F:1])[N:6]=[C:15]([C:16]([O:18][CH2:19][CH3:20])=[O:17])[CH:14]=1. The catalyst class is: 12. (2) Reactant: C(OC(=O)[NH:7][CH2:8][CH2:9][C:10](=[O:45])[NH:11][C:12]1[CH:13]=[C:14]2[C:19](=[CH:20][CH:21]=1)[N:18]=[CH:17][N:16]=[C:15]2[NH:22][C:23]1[CH:28]=[CH:27][C:26]([CH2:29][CH2:30][N:31]2[CH2:40][CH2:39][C:38]3[C:33](=[CH:34][C:35]([O:43][CH3:44])=[C:36]([O:41][CH3:42])[CH:37]=3)[CH2:32]2)=[CH:25][CH:24]=1)(C)(C)C.FC(F)(F)C(O)=O. Product: [NH2:7][CH2:8][CH2:9][C:10]([NH:11][C:12]1[CH:13]=[C:14]2[C:19](=[CH:20][CH:21]=1)[N:18]=[CH:17][N:16]=[C:15]2[NH:22][C:23]1[CH:24]=[CH:25][C:26]([CH2:29][CH2:30][N:31]2[CH2:40][CH2:39][C:38]3[C:33](=[CH:34][C:35]([O:43][CH3:44])=[C:36]([O:41][CH3:42])[CH:37]=3)[CH2:32]2)=[CH:27][CH:28]=1)=[O:45]. The catalyst class is: 754. (3) Reactant: Br[CH:2]([C:7]1[CH:12]=[CH:11][C:10]([O:13][CH3:14])=[CH:9][CH:8]=1)[C:3]([O:5][CH3:6])=[O:4].[NH:15]1[CH2:20][CH2:19][CH2:18][CH2:17][CH2:16]1. Product: [CH3:14][O:13][C:10]1[CH:11]=[CH:12][C:7]([CH:2]([N:15]2[CH2:20][CH2:19][CH2:18][CH2:17][CH2:16]2)[C:3]([O:5][CH3:6])=[O:4])=[CH:8][CH:9]=1. The catalyst class is: 1.